This data is from NCI-60 drug combinations with 297,098 pairs across 59 cell lines. The task is: Regression. Given two drug SMILES strings and cell line genomic features, predict the synergy score measuring deviation from expected non-interaction effect. (1) Drug 1: C1=C(C(=O)NC(=O)N1)F. Drug 2: CC1=C(C=C(C=C1)C(=O)NC2=CC(=CC(=C2)C(F)(F)F)N3C=C(N=C3)C)NC4=NC=CC(=N4)C5=CN=CC=C5. Cell line: CCRF-CEM. Synergy scores: CSS=11.9, Synergy_ZIP=-9.33, Synergy_Bliss=-20.6, Synergy_Loewe=-25.0, Synergy_HSA=-23.8. (2) Drug 1: CNC(=O)C1=CC=CC=C1SC2=CC3=C(C=C2)C(=NN3)C=CC4=CC=CC=N4. Drug 2: CS(=O)(=O)CCNCC1=CC=C(O1)C2=CC3=C(C=C2)N=CN=C3NC4=CC(=C(C=C4)OCC5=CC(=CC=C5)F)Cl. Cell line: BT-549. Synergy scores: CSS=1.62, Synergy_ZIP=1.87, Synergy_Bliss=3.12, Synergy_Loewe=-0.0883, Synergy_HSA=0.348. (3) Drug 1: C1=NC(=NC(=O)N1C2C(C(C(O2)CO)O)O)N. Drug 2: COC1=C2C(=CC3=C1OC=C3)C=CC(=O)O2. Cell line: 786-0. Synergy scores: CSS=27.7, Synergy_ZIP=-5.86, Synergy_Bliss=-0.0120, Synergy_Loewe=-39.7, Synergy_HSA=-4.26. (4) Drug 1: CC1CCC2CC(C(=CC=CC=CC(CC(C(=O)C(C(C(=CC(C(=O)CC(OC(=O)C3CCCCN3C(=O)C(=O)C1(O2)O)C(C)CC4CCC(C(C4)OC)O)C)C)O)OC)C)C)C)OC. Drug 2: C1CC(=O)NC(=O)C1N2C(=O)C3=CC=CC=C3C2=O. Cell line: COLO 205. Synergy scores: CSS=9.65, Synergy_ZIP=1.13, Synergy_Bliss=1.74, Synergy_Loewe=-0.228, Synergy_HSA=1.95. (5) Drug 1: C1=CC(=CC=C1CCC2=CNC3=C2C(=O)NC(=N3)N)C(=O)NC(CCC(=O)O)C(=O)O. Drug 2: CC1=C(C=C(C=C1)NC(=O)C2=CC=C(C=C2)CN3CCN(CC3)C)NC4=NC=CC(=N4)C5=CN=CC=C5. Cell line: RPMI-8226. Synergy scores: CSS=37.2, Synergy_ZIP=-0.00539, Synergy_Bliss=-2.82, Synergy_Loewe=-20.0, Synergy_HSA=-1.00. (6) Drug 1: C1CCC(C1)C(CC#N)N2C=C(C=N2)C3=C4C=CNC4=NC=N3. Drug 2: C1CN(CCN1C(=O)CCBr)C(=O)CCBr. Cell line: OVCAR-4. Synergy scores: CSS=2.11, Synergy_ZIP=0.903, Synergy_Bliss=0.550, Synergy_Loewe=0.925, Synergy_HSA=-0.0734. (7) Synergy scores: CSS=48.9, Synergy_ZIP=-5.85, Synergy_Bliss=-5.66, Synergy_Loewe=-2.67, Synergy_HSA=-1.08. Cell line: SN12C. Drug 1: CC1=C(C=C(C=C1)NC2=NC=CC(=N2)N(C)C3=CC4=NN(C(=C4C=C3)C)C)S(=O)(=O)N.Cl. Drug 2: CC1C(C(CC(O1)OC2CC(CC3=C2C(=C4C(=C3O)C(=O)C5=C(C4=O)C(=CC=C5)OC)O)(C(=O)CO)O)N)O.Cl.